This data is from Peptide-MHC class I binding affinity with 185,985 pairs from IEDB/IMGT. The task is: Regression. Given a peptide amino acid sequence and an MHC pseudo amino acid sequence, predict their binding affinity value. This is MHC class I binding data. (1) The peptide sequence is RTGDIGCFK. The MHC is HLA-A26:01 with pseudo-sequence HLA-A26:01. The binding affinity (normalized) is 0.0847. (2) The MHC is HLA-A32:01 with pseudo-sequence HLA-A32:01. The binding affinity (normalized) is 0.185. The peptide sequence is KTGECSKCY. (3) The peptide sequence is KNDAVYIGY. The MHC is HLA-A26:01 with pseudo-sequence HLA-A26:01. The binding affinity (normalized) is 0.0847.